Dataset: Full USPTO retrosynthesis dataset with 1.9M reactions from patents (1976-2016). Task: Predict the reactants needed to synthesize the given product. (1) Given the product [CH3:26][C:18]1[CH:19]=[CH:14][C:15]([S:20]([O:12][CH2:11][C@@H:8]2[O:7][C:6]3[CH:13]=[C:2]([Br:1])[CH:3]=[CH:4][C:5]=3[O:10][CH2:9]2)(=[O:21])=[O:22])=[CH:16][CH:17]=1, predict the reactants needed to synthesize it. The reactants are: [Br:1][C:2]1[CH:3]=[CH:4][C:5]2[O:10][CH2:9][C@H:8]([CH2:11][OH:12])[O:7][C:6]=2[CH:13]=1.[C:14]1(C)[C:15]([S:20](Cl)(=[O:22])=[O:21])=[CH:16][CH:17]=[CH:18][CH:19]=1.N1C=CC=C[CH:26]=1. (2) Given the product [NH:19]1[C:20]2[C:16](=[CH:15][CH:14]=[C:13]([NH:12][C:6]3[C:5]4[C:10](=[CH:11][C:2]([O:1][CH2:25][CH2:26][N:27]5[CH2:32][CH2:31][CH2:30][CH2:29][CH2:28]5)=[C:3]([O:22][CH3:23])[CH:4]=4)[N:9]=[CH:8][N:7]=3)[CH:21]=2)[CH:17]=[CH:18]1, predict the reactants needed to synthesize it. The reactants are: [OH:1][C:2]1[CH:11]=[C:10]2[C:5]([C:6]([NH:12][C:13]3[CH:21]=[C:20]4[C:16]([CH:17]=[CH:18][NH:19]4)=[CH:15][CH:14]=3)=[N:7][CH:8]=[N:9]2)=[CH:4][C:3]=1[O:22][CH3:23].O[CH2:25][CH2:26][N:27]1[CH2:32][CH2:31][CH2:30][CH2:29][CH2:28]1. (3) The reactants are: [Br:1][C:2]1[CH:7]=[CH:6][C:5]([N+:8]([O-:10])=[O:9])=[CH:4][C:3]=1[OH:11].C(=O)([O-])[O-].[K+].[K+].[CH2:18](Br)[C:19]1[CH:24]=[CH:23][CH:22]=[CH:21][CH:20]=1. Given the product [Br:1][C:2]1[CH:7]=[CH:6][C:5]([N+:8]([O-:10])=[O:9])=[CH:4][C:3]=1[O:11][CH2:18][C:19]1[CH:24]=[CH:23][CH:22]=[CH:21][CH:20]=1, predict the reactants needed to synthesize it. (4) Given the product [Cl:27][C:3]1[C:8]([C:9]([F:12])([F:11])[F:10])=[C:7]([N:13]2[CH2:18][CH2:17][CH:16]([C:19]3[CH:24]=[CH:23][CH:22]=[CH:21][CH:20]=3)[CH2:15][CH2:14]2)[N:6]=[CH:5][N:4]=1, predict the reactants needed to synthesize it. The reactants are: CO[C:3]1[C:8]([C:9]([F:12])([F:11])[F:10])=[C:7]([N:13]2[CH2:18][CH2:17][CH:16]([C:19]3[CH:24]=[CH:23][CH:22]=[CH:21][CH:20]=3)[CH2:15][CH2:14]2)[N:6]=[CH:5][N:4]=1.P(Cl)(Cl)([Cl:27])=O. (5) Given the product [CH2:10]([N:14]1[C:18]([C:19]([O:21][CH2:22][CH3:23])=[O:20])=[C:17]([C:24]([S:26][CH3:6])=[NH:25])[N:16]=[C:15]1[N:27]1[CH2:32][CH2:31][N:30]([C:33]([O:35][C:36]([CH3:38])([CH3:37])[CH3:39])=[O:34])[CH2:29][CH2:28]1)[C:11]#[C:12][CH3:13], predict the reactants needed to synthesize it. The reactants are: F[B-](F)(F)F.[CH3:6][O+](C)C.[CH2:10]([N:14]1[C:18]([C:19]([O:21][CH2:22][CH3:23])=[O:20])=[C:17]([C:24](=[S:26])[NH2:25])[N:16]=[C:15]1[N:27]1[CH2:32][CH2:31][N:30]([C:33]([O:35][C:36]([CH3:39])([CH3:38])[CH3:37])=[O:34])[CH2:29][CH2:28]1)[C:11]#[C:12][CH3:13]. (6) Given the product [Br:30][C:28]1[CH:27]=[CH:26][C:25]([F:31])=[C:24]([C@:8]2([CH3:23])[CH2:9][N:10]3[CH:14]=[C:13]([CH:15]([F:17])[F:16])[N:12]=[C:11]3[C:18](=[O:19])[NH:7]2)[CH:29]=1, predict the reactants needed to synthesize it. The reactants are: C([O-])([O-])=O.[K+].[K+].[NH2:7][C@@:8]([C:24]1[CH:29]=[C:28]([Br:30])[CH:27]=[CH:26][C:25]=1[F:31])([CH3:23])[CH2:9][N:10]1[CH:14]=[C:13]([CH:15]([F:17])[F:16])[N:12]=[C:11]1[C:18](OCC)=[O:19]. (7) Given the product [Cl:1][C:2]1[CH:3]=[C:4]([CH:13]=[CH:14][CH:15]=1)[O:5][C:6]1[CH:12]=[CH:11][C:9]2[NH:10][CH:22]([CH:16]3[CH2:17][CH2:18][CH2:19][CH2:20][CH2:21]3)[CH:26]3[CH2:27][CH2:28][CH2:29][O:24][CH:25]3[C:8]=2[CH:7]=1, predict the reactants needed to synthesize it. The reactants are: [Cl:1][C:2]1[CH:3]=[C:4]([CH:13]=[CH:14][CH:15]=1)[O:5][C:6]1[CH:12]=[CH:11][C:9]([NH2:10])=[CH:8][CH:7]=1.[CH:16]1([CH:22]=O)[CH2:21][CH2:20][CH2:19][CH2:18][CH2:17]1.[O:24]1[CH:29]=[CH:28][CH2:27][CH2:26][CH2:25]1.